From a dataset of Forward reaction prediction with 1.9M reactions from USPTO patents (1976-2016). Predict the product of the given reaction. (1) Given the reactants [OH:1][C:2]1[C:16]2[C:11](=[CH:12][CH:13]=[CH:14][CH:15]=2)[C:5]2([CH2:10][CH2:9][O:8][CH2:7][CH2:6]2)[C:4](=[O:17])[C:3]=1[C:18]([NH:20][CH2:21][C:22]([O:24]C(C)(C)C)=[O:23])=[O:19].C(O)(C(F)(F)F)=O, predict the reaction product. The product is: [OH:1][C:2]1[C:16]2[C:11](=[CH:12][CH:13]=[CH:14][CH:15]=2)[C:5]2([CH2:10][CH2:9][O:8][CH2:7][CH2:6]2)[C:4](=[O:17])[C:3]=1[C:18]([NH:20][CH2:21][C:22]([OH:24])=[O:23])=[O:19]. (2) The product is: [OH:2][CH2:3][C:4]1[CH:5]=[CH:6][C:7]([O:10][S:11]([CH3:14])(=[O:13])=[O:12])=[CH:8][CH:9]=1. Given the reactants C[O:2][C:3](=O)[C:4]1[CH:9]=[CH:8][C:7]([O:10][S:11]([CH3:14])(=[O:13])=[O:12])=[CH:6][CH:5]=1.[H-].[H-].[H-].[H-].[Li+].[Al+3].Cl, predict the reaction product.